From a dataset of Full USPTO retrosynthesis dataset with 1.9M reactions from patents (1976-2016). Predict the reactants needed to synthesize the given product. (1) Given the product [Cl:26][C:23]1[CH:24]=[CH:25][C:20]([C:17]2[S:18][CH:19]=[C:15]([CH2:14][O:13][C:10]3[CH:11]=[CH:12][C:7]([CH2:6][CH:5]([O:28][CH2:29][CH3:30])[C:4]([OH:31])=[O:3])=[C:8]([CH3:27])[CH:9]=3)[N:16]=2)=[CH:21][CH:22]=1, predict the reactants needed to synthesize it. The reactants are: C([O:3][C:4](=[O:31])[CH:5]([O:28][CH2:29][CH3:30])[CH2:6][C:7]1[CH:12]=[CH:11][C:10]([O:13][CH2:14][C:15]2[N:16]=[C:17]([C:20]3[CH:25]=[CH:24][C:23]([Cl:26])=[CH:22][CH:21]=3)[S:18][CH:19]=2)=[CH:9][C:8]=1[CH3:27])C.[Li+].[OH-]. (2) Given the product [NH2:15][C:10]1[CH:11]=[CH:12][CH:13]=[CH:14][C:9]=1[CH2:8][N:4]1[C:3](=[O:18])[C:2]([CH3:19])([CH3:1])[O:6][C:5]1=[O:7], predict the reactants needed to synthesize it. The reactants are: [CH3:1][C:2]1([CH3:19])[O:6][C:5](=[O:7])[N:4]([CH2:8][C:9]2[CH:14]=[CH:13][CH:12]=[CH:11][C:10]=2[N+:15]([O-])=O)[C:3]1=[O:18].[Cl-].[NH4+].C(O)C.O.